From a dataset of CYP2C9 inhibition data for predicting drug metabolism from PubChem BioAssay. Regression/Classification. Given a drug SMILES string, predict its absorption, distribution, metabolism, or excretion properties. Task type varies by dataset: regression for continuous measurements (e.g., permeability, clearance, half-life) or binary classification for categorical outcomes (e.g., BBB penetration, CYP inhibition). Dataset: cyp2c9_veith. (1) The compound is O=C(Cc1ccccc1)NC1CCN(S(=O)(=O)c2ccc(C(=O)O)cc2)CC1. The result is 0 (non-inhibitor). (2) The molecule is CN1CCN(c2ccc([N+](=O)[O-])c3[nH]o[n+](=O)c23)CC1. The result is 0 (non-inhibitor). (3) The molecule is CC(=O)N(C)/C=C1\Sc2ccccc2C1=O. The result is 0 (non-inhibitor).